This data is from TCR-epitope binding with 47,182 pairs between 192 epitopes and 23,139 TCRs. The task is: Binary Classification. Given a T-cell receptor sequence (or CDR3 region) and an epitope sequence, predict whether binding occurs between them. (1) The epitope is YVLDHLIVV. The TCR CDR3 sequence is CASSYFVGNNEQFF. Result: 0 (the TCR does not bind to the epitope). (2) The epitope is YIFFASFYY. The TCR CDR3 sequence is CASSRWTYGYTF. Result: 1 (the TCR binds to the epitope). (3) The epitope is KLVALGINAV. The TCR CDR3 sequence is CASSQEGGTEQFF. Result: 0 (the TCR does not bind to the epitope). (4) The epitope is YIFFASFYY. The TCR CDR3 sequence is CASSLAGLRVDEQFF. Result: 1 (the TCR binds to the epitope). (5) The epitope is ITEEVGHTDLMAAY. The TCR CDR3 sequence is CASSQDSDSREQYF. Result: 0 (the TCR does not bind to the epitope).